Task: Predict the product of the given reaction.. Dataset: Forward reaction prediction with 1.9M reactions from USPTO patents (1976-2016) (1) Given the reactants [Cl:1][C:2]1[C:8]([C:9]2([CH3:12])[CH2:11][CH2:10]2)=[CH:7][C:5]([NH2:6])=[C:4]([O:13][CH3:14])[CH:3]=1.[C:15]([O:19][CH2:20][CH3:21])(=[O:18])[CH:16]=O.C([BH3-])#N.[Na+], predict the reaction product. The product is: [Cl:1][C:2]1[C:8]([C:9]2([CH3:12])[CH2:10][CH2:11]2)=[CH:7][C:5]([NH:6][CH2:16][C:15]([O:19][CH2:20][CH3:21])=[O:18])=[C:4]([O:13][CH3:14])[CH:3]=1. (2) Given the reactants [Cl:1][C:2](C1C=CC=CC=1)([CH3:4])[CH3:3].ClC(C1C=CC=CC=1C(C)(Cl)C)(C)C.[Cl:25][C:26]([C:29]1[C:30](C(C)(Cl)C)=[C:31]([C:35]([CH3:38])([Cl:37])[CH3:36])[CH:32]=[CH:33][CH:34]=1)([CH3:28])[CH3:27], predict the reaction product. The product is: [Cl:37][C:35]([C:31]1[CH:32]=[C:33]([C:2]([CH3:4])([Cl:1])[CH3:3])[CH:34]=[C:29]([C:26]([CH3:27])([Cl:25])[CH3:28])[CH:30]=1)([CH3:36])[CH3:38]. (3) The product is: [N+:27]([C:30]1[CH:35]=[CH:34][CH:33]=[CH:32][C:31]=1[S:36]([N:8]1[CH2:11][CH2:10][C@H:9]1[C:12]([OH:14])=[O:13])(=[O:38])=[O:37])([O-:29])=[O:28]. Given the reactants C(OC([N:8]1[CH2:11][CH2:10][C@H:9]1[C:12]([OH:14])=[O:13])=O)(C)(C)C.S(=O)(=O)(O)O.Cl.C(=O)([O-])[O-].[Na+].[Na+].[N+:27]([C:30]1[CH:35]=[CH:34][CH:33]=[CH:32][C:31]=1[S:36](Cl)(=[O:38])=[O:37])([O-:29])=[O:28], predict the reaction product. (4) Given the reactants [CH3:1][O:2][C:3]1[C:8]([C:9]([OH:11])=O)=[CH:7][C:6]([C:12]([NH2:14])=[O:13])=[CH:5][CH:4]=1.[NH2:15][C:16]1[CH:17]=[C:18]2[C:22](=[CH:23][CH:24]=1)[NH:21][CH:20]=[CH:19]2, predict the reaction product. The product is: [NH:21]1[C:22]2[C:18](=[CH:17][C:16]([NH:15][C:9](=[O:11])[C:8]3[CH:7]=[C:6]([CH:5]=[CH:4][C:3]=3[O:2][CH3:1])[C:12]([NH2:14])=[O:13])=[CH:24][CH:23]=2)[CH:19]=[CH:20]1. (5) Given the reactants [Cl:1][C:2]1[CH:26]=[CH:25][C:5]([CH2:6][C:7]2[C:16]([OH:17])=[CH:15][CH:14]=[C:13]3[C:8]=2[C:9](=[O:24])[N:10]([CH2:20][CH2:21][CH2:22][OH:23])[C:11](=[O:19])[N:12]3[CH3:18])=[CH:4][CH:3]=1.Br[CH2:28][CH2:29][CH3:30].C([O-])([O-])=O.[K+].[K+], predict the reaction product. The product is: [Cl:1][C:2]1[CH:3]=[CH:4][C:5]([CH2:6][C:7]2[C:16]([O:17][CH2:28][CH2:29][CH3:30])=[CH:15][CH:14]=[C:13]3[C:8]=2[C:9](=[O:24])[N:10]([CH2:20][CH2:21][CH2:22][OH:23])[C:11](=[O:19])[N:12]3[CH3:18])=[CH:25][CH:26]=1. (6) Given the reactants [C:1]([O:5][C:6]([N:8]([C:26]([O:28][C:29]([CH3:32])([CH3:31])[CH3:30])=[O:27])[C@@H:9]([C:23]([OH:25])=O)[CH2:10][CH2:11][C@@H:12]([C:15]1[CH:20]=[CH:19][CH:18]=[C:17]([F:21])[C:16]=1[F:22])[CH2:13][NH2:14])=[O:7])([CH3:4])([CH3:3])[CH3:2].[CH:33]([C:35]1[S:36][CH:37]=[CH:38][N:39]=1)=O.C(O)(=O)C.C(O[BH-](OC(=O)C)OC(=O)C)(=O)C.[Na+].C1C=NC2N(O)N=NC=2C=1.C(N(C(C)C)CC)(C)C, predict the reaction product. The product is: [F:22][C:16]1[C:17]([F:21])=[CH:18][CH:19]=[CH:20][C:15]=1[C@H:12]1[CH2:13][N:14]([CH2:33][C:35]2[S:36][CH:37]=[CH:38][N:39]=2)[C:23](=[O:25])[C@H:9]([N:8]([C:6]([O:5][C:1]([CH3:4])([CH3:2])[CH3:3])=[O:7])[C:26]([O:28][C:29]([CH3:30])([CH3:31])[CH3:32])=[O:27])[CH2:10][CH2:11]1. (7) Given the reactants [C:1]([OH:4])(=[O:3])[CH3:2].[C:1]([OH:4])(=[O:3])[CH3:2].C1(C=CC(O)=CC=1)O.[CH:17]1[C:22]([O:23][C:24]2[CH:29]=[CH:28][C:27]3[C:30]([O:32][C:33](=[O:34])[C:26]=3[CH:25]=2)=[O:31])=[CH:21][CH:20]=[C:19]([O:35][C:36]2[CH:41]=[CH:40][C:39]3[C:42]([O:44][C:45](=[O:46])[C:38]=3[CH:37]=2)=[O:43])[CH:18]=1.C1(C=CC(O)=CC=1)O, predict the reaction product. The product is: [C:1]([O:4][C:24]1[CH:29]=[CH:28][C:27]([C:30]([OH:32])=[O:31])=[CH:26][CH:25]=1)(=[O:3])[CH3:2].[CH:18]1[C:19]([O:35][C:36]2[CH:41]=[CH:40][C:39]3[C:42]([O:44][C:45](=[O:46])[C:38]=3[CH:37]=2)=[O:43])=[CH:20][CH:21]=[C:22]([O:23][C:24]2[CH:29]=[CH:28][C:27]3[C:30]([O:32][C:33](=[O:34])[C:26]=3[CH:25]=2)=[O:31])[CH:17]=1.[OH:23][C:24]1[CH:29]=[CH:28][C:27]([C:30]([OH:32])=[O:31])=[CH:26][CH:25]=1. (8) Given the reactants [CH2:1]([C:3]1[N:7]([C:8]2[N:16]=[C:15]3[C:11]([N:12]=[C:13]([CH:18]([OH:32])[CH:19]4[CH2:24][CH2:23][N:22](C(OC(C)(C)C)=O)[CH2:21][CH2:20]4)[N:14]3[CH3:17])=[C:10]([N:33]3[CH2:38][CH2:37][O:36][CH2:35][CH2:34]3)[N:9]=2)[C:6]2[CH:39]=[CH:40][CH:41]=[CH:42][C:5]=2[N:4]=1)[CH3:2].C(Cl)Cl.FC(F)(F)C(O)=O, predict the reaction product. The product is: [CH2:1]([C:3]1[N:7]([C:8]2[N:16]=[C:15]3[C:11]([N:12]=[C:13]([CH:18]([CH:19]4[CH2:20][CH2:21][NH:22][CH2:23][CH2:24]4)[OH:32])[N:14]3[CH3:17])=[C:10]([N:33]3[CH2:34][CH2:35][O:36][CH2:37][CH2:38]3)[N:9]=2)[C:6]2[CH:39]=[CH:40][CH:41]=[CH:42][C:5]=2[N:4]=1)[CH3:2]. (9) Given the reactants [Br:1][C:2]1[CH:7]=[C:6]([NH2:8])[C:5]([N+:9]([O-])=O)=[CH:4][N:3]=1.[CH3:12][O:13][C:14]([NH:16][C:17](=NC(OC)=O)SC)=[O:15], predict the reaction product. The product is: [Br:1][C:2]1[N:3]=[CH:4][C:5]2[N:9]=[C:17]([NH:16][C:14](=[O:15])[O:13][CH3:12])[NH:8][C:6]=2[CH:7]=1.